Dataset: Forward reaction prediction with 1.9M reactions from USPTO patents (1976-2016). Task: Predict the product of the given reaction. (1) Given the reactants [CH3:1][C:2]1[CH:3]=[CH:4][C:5]([C:8]2[CH:9]=[C:10]([CH:18]=[C:19]([C:21]([OH:30])([C:26]([F:29])([F:28])[F:27])[C:22]([F:25])([F:24])[F:23])[CH:20]=2)[C:11]([O:13]C(C)(C)C)=[O:12])=[N:6][CH:7]=1.FC(F)(F)C(O)=O, predict the reaction product. The product is: [CH3:1][C:2]1[CH:3]=[CH:4][C:5]([C:8]2[CH:9]=[C:10]([CH:18]=[C:19]([C:21]([OH:30])([C:22]([F:25])([F:23])[F:24])[C:26]([F:27])([F:28])[F:29])[CH:20]=2)[C:11]([OH:13])=[O:12])=[N:6][CH:7]=1. (2) Given the reactants [C:1]([O:5][C:6]([N:8]1[CH2:18][CH2:17][CH:11]([C:12](OCC)=[O:13])[CH2:10][CH2:9]1)=[O:7])([CH3:4])([CH3:3])[CH3:2].[H-].[Al+3].[Li+].[H-].[H-].[H-].O.O.O.O.O.O.O.O.O.O.S([O-])([O-])(=O)=O.[Na+].[Na+], predict the reaction product. The product is: [C:1]([O:5][C:6]([N:8]1[CH2:18][CH2:17][CH:11]([CH2:12][OH:13])[CH2:10][CH2:9]1)=[O:7])([CH3:4])([CH3:3])[CH3:2]. (3) Given the reactants [CH3:1][O:2][C:3]1[N:8]=[CH:7][C:6]([CH2:9][O:10][C:11]2[C:20]3[C:15](=[CH:16][CH:17]=[CH:18][CH:19]=3)[CH:14]=[CH:13][C:12]=2[C:21](O)=[O:22])=[CH:5][CH:4]=1.ON1C2C=CC=CC=2N=N1.C(N(CC)C(C)C)(C)C.Cl.[CH3:44][O:45][C:46](=[O:51])[C:47]([CH3:50])([CH3:49])[NH2:48].Cl, predict the reaction product. The product is: [CH3:44][O:45][C:46](=[O:51])[C:47]([NH:48][C:21]([C:12]1[CH:13]=[CH:14][C:15]2[C:20](=[CH:19][CH:18]=[CH:17][CH:16]=2)[C:11]=1[O:10][CH2:9][C:6]1[CH:7]=[N:8][C:3]([O:2][CH3:1])=[CH:4][CH:5]=1)=[O:22])([CH3:50])[CH3:49]. (4) Given the reactants Cl.[CH3:2][C@@:3]1([C:8]([OH:10])=[O:9])[CH2:7][CH2:6][CH2:5][NH:4]1, predict the reaction product. The product is: [CH2:2]([O:9][C:8]([C@:3]1([CH3:2])[CH2:7][CH2:6][CH2:5][NH:4]1)=[O:10])[CH2:3][CH2:7][CH3:6]. (5) Given the reactants [NH2:1][C@H:2]1[CH2:7][CH2:6][C@H:5]([OH:8])[CH2:4][CH2:3]1.[CH:9](=O)[C:10]1[CH:15]=[CH:14][CH:13]=[CH:12][CH:11]=1, predict the reaction product. The product is: [CH2:9]([N:1]([CH2:9][C:10]1[CH:15]=[CH:14][CH:13]=[CH:12][CH:11]=1)[C@H:2]1[CH2:7][CH2:6][C@H:5]([OH:8])[CH2:4][CH2:3]1)[C:10]1[CH:15]=[CH:14][CH:13]=[CH:12][CH:11]=1.